From a dataset of NCI-60 drug combinations with 297,098 pairs across 59 cell lines. Regression. Given two drug SMILES strings and cell line genomic features, predict the synergy score measuring deviation from expected non-interaction effect. (1) Drug 1: CN(C)C1=NC(=NC(=N1)N(C)C)N(C)C. Drug 2: C1CN(CCN1C(=O)CCBr)C(=O)CCBr. Cell line: SNB-19. Synergy scores: CSS=5.66, Synergy_ZIP=-6.24, Synergy_Bliss=-4.31, Synergy_Loewe=-5.60, Synergy_HSA=-3.25. (2) Drug 1: C1=CN(C=N1)CC(O)(P(=O)(O)O)P(=O)(O)O. Drug 2: CN(CCCl)CCCl.Cl. Cell line: DU-145. Synergy scores: CSS=25.9, Synergy_ZIP=19.8, Synergy_Bliss=23.0, Synergy_Loewe=-8.14, Synergy_HSA=0.312.